Dataset: Full USPTO retrosynthesis dataset with 1.9M reactions from patents (1976-2016). Task: Predict the reactants needed to synthesize the given product. Given the product [CH3:13][O:14][C:15]1[CH:16]=[C:17]([CH:18]=[C:19]([N+:21]([O-:23])=[O:22])[CH:20]=1)[O:24][CH:45]1[CH2:49][CH2:48][O:47][CH2:46]1, predict the reactants needed to synthesize it. The reactants are: N(C(OCC)=O)=NC(OCC)=O.[CH3:13][O:14][C:15]1[CH:16]=[C:17]([OH:24])[CH:18]=[C:19]([N+:21]([O-:23])=[O:22])[CH:20]=1.C1(P(C2C=CC=CC=2)C2C=CC=CC=2)C=CC=CC=1.O[CH:45]1[CH2:49][CH2:48][O:47][CH2:46]1.